Dataset: hERG Central: cardiac toxicity at 1µM, 10µM, and general inhibition. Task: Predict hERG channel inhibition at various concentrations. (1) The drug is O=C(Nc1ccc(CN2CCCCC2)cc1)Nc1ccccc1Cl. Results: hERG_inhib (hERG inhibition (general)): blocker. (2) The molecule is Cc1ccc(C(=O)c2oc3ccc(Cl)cc3c2NC(=O)CN2CCN(C)CC2)cc1. Results: hERG_inhib (hERG inhibition (general)): blocker.